Dataset: Full USPTO retrosynthesis dataset with 1.9M reactions from patents (1976-2016). Task: Predict the reactants needed to synthesize the given product. (1) Given the product [Cl:14][C:15]1[CH:22]=[CH:21][CH:20]=[C:19]([Cl:23])[C:16]=1[C:17]1[NH:12][C:7]2[CH:6]=[C:5]([C:4]([OH:3])=[O:13])[CH:10]=[CH:9][C:8]=2[N:11]=1, predict the reactants needed to synthesize it. The reactants are: C([O:3][C:4](=[O:13])[C:5]1[CH:10]=[CH:9][C:8]([NH2:11])=[C:7]([NH2:12])[CH:6]=1)C.[Cl:14][C:15]1[CH:22]=[CH:21][CH:20]=[C:19]([Cl:23])[C:16]=1[CH:17]=O.[NH4+].[OH-]. (2) Given the product [F:33][C:29]1[CH:28]=[C:27]([CH:32]=[CH:31][CH:30]=1)[O:26][CH2:25][CH2:24][CH2:23][O:14][C:11]1[CH:10]=[CH:9][C:8]([CH:7]2[CH2:6][CH2:5][N:4]([C:15]([O:17][C:18]([CH3:21])([CH3:20])[CH3:19])=[O:16])[CH2:3][CH:2]2[OH:1])=[CH:13][CH:12]=1, predict the reactants needed to synthesize it. The reactants are: [OH:1][CH:2]1[CH:7]([C:8]2[CH:13]=[CH:12][C:11]([OH:14])=[CH:10][CH:9]=2)[CH2:6][CH2:5][N:4]([C:15]([O:17][C:18]([CH3:21])([CH3:20])[CH3:19])=[O:16])[CH2:3]1.Br[CH2:23][CH2:24][CH2:25][O:26][C:27]1[CH:32]=[CH:31][CH:30]=[C:29]([F:33])[CH:28]=1. (3) The reactants are: O.[C:2](=[O:5])([O-])[O-].[K+].[K+].[CH3:8][C:9]1[C:18]([C:19]([C:21]2C=[N:23][N:24]([CH2:27][CH3:28])[C:25]=2O)=[O:20])=[CH:17][CH:16]=[C:15]2[C:10]=1[CH2:11][CH2:12][CH2:13][S:14]2(=[O:30])=[O:29].[C:31]1([CH3:41])[CH:36]=[CH:35][C:34]([S:37](Cl)(=[O:39])=[O:38])=[CH:33][CH:32]=1. Given the product [CH3:8][C:9]1[C:18]([C:19]([C:21]2[C:2]([O:5][S:37]([C:34]3[CH:35]=[CH:36][C:31]([CH3:41])=[CH:32][CH:33]=3)(=[O:39])=[O:38])=[N:23][N:24]([CH2:27][CH3:28])[CH:25]=2)=[O:20])=[CH:17][CH:16]=[C:15]2[C:10]=1[CH2:11][CH2:12][CH2:13][S:14]2(=[O:29])=[O:30], predict the reactants needed to synthesize it. (4) Given the product [C:16]([O:15][C:13](=[O:14])[NH:12][CH:6]1[CH2:7][S:8][S:4][CH2:5]1)([CH3:19])([CH3:18])[CH3:17], predict the reactants needed to synthesize it. The reactants are: C([S:4][CH2:5][CH:6]([NH:12][C:13]([O:15][C:16]([CH3:19])([CH3:18])[CH3:17])=[O:14])[CH2:7][S:8]C(=O)C)(=O)C.[OH-].[Na+].II. (5) Given the product [C:1]([C:3]1[CH:4]=[C:5]2[C:10](=[CH:11][C:12]=1[O:13][CH2:40][CH2:41][CH2:42][CH2:43][Cl:44])[N:9]=[CH:8][CH:7]=[C:6]2[O:14][C:15]1[CH:20]=[CH:19][C:18]([NH:21][C:22]([NH:24][C:25]2[CH:26]=[CH:27][C:28]([O:31][CH3:32])=[CH:29][CH:30]=2)=[O:23])=[CH:17][CH:16]=1)#[N:2], predict the reactants needed to synthesize it. The reactants are: [C:1]([C:3]1[CH:4]=[C:5]2[C:10](=[CH:11][C:12]=1[OH:13])[N:9]=[CH:8][CH:7]=[C:6]2[O:14][C:15]1[CH:20]=[CH:19][C:18]([NH:21][C:22]([NH:24][C:25]2[CH:30]=[CH:29][C:28]([O:31][CH3:32])=[CH:27][CH:26]=2)=[O:23])=[CH:17][CH:16]=1)#[N:2].C(=O)([O-])[O-].[K+].[K+].Br[CH2:40][CH2:41][CH2:42][CH2:43][Cl:44]. (6) Given the product [OH:12][CH:11]([CH:8]1[CH2:7][CH2:6][C:5](=[O:1])[CH2:10][CH2:9]1)[CH:13]1[CH2:22][CH2:21][C:16](=[O:17])[CH2:15][CH2:14]1, predict the reactants needed to synthesize it. The reactants are: [O:1]1[C:5]2([CH2:10][CH2:9][CH:8]([CH:11]([CH:13]3[CH2:22][CH2:21][C:16]4(OCC[O:17]4)[CH2:15][CH2:14]3)[OH:12])[CH2:7][CH2:6]2)OCC1.Cl. (7) Given the product [O:21]=[C:22]1[CH:27]([N:28]2[C:18](=[O:20])[C:10]3[C:11](=[CH:15][CH:16]=[CH:17][C:9]=3[NH:8][CH2:7][C:3]3[CH:2]=[N:1][CH:6]=[CH:5][CH:4]=3)[C:12]2=[O:14])[CH2:26][CH2:25][C:24](=[O:44])[NH:23]1, predict the reactants needed to synthesize it. The reactants are: [N:1]1[CH:6]=[CH:5][CH:4]=[C:3]([CH2:7][NH:8][C:9]2[CH:17]=[CH:16][CH:15]=[C:11]([C:12]([OH:14])=O)[C:10]=2[C:18]([OH:20])=O)[CH:2]=1.[O:21]=[C:22]1[CH:27]([N:28]2C(=O)C3C(=CC=CC=3NCCOC)C2=O)[CH2:26][CH2:25][C:24](=[O:44])[NH:23]1. (8) The reactants are: [Br:1][C:2]1[C:3]([CH3:10])=[C:4]([CH2:8][OH:9])[CH:5]=[N:6][CH:7]=1.[H-].[Na+].I[CH3:14]. Given the product [Br:1][C:2]1[CH:7]=[N:6][CH:5]=[C:4]([CH2:8][O:9][CH3:14])[C:3]=1[CH3:10], predict the reactants needed to synthesize it.